Dataset: Forward reaction prediction with 1.9M reactions from USPTO patents (1976-2016). Task: Predict the product of the given reaction. (1) Given the reactants Cl.Cl.Cl.[CH:4]1([N:9]2[CH2:14][CH2:13][N:12]([C:15]3[CH:16]=[C:17]4[C:22](=[CH:23][CH:24]=3)[CH2:21][NH:20][CH2:19][CH2:18]4)[CH2:11][CH2:10]2)[CH2:8][CH2:7][CH2:6][CH2:5]1.[CH:25]1([CH:31]=O)[CH2:30][CH2:29][CH2:28][CH2:27][CH2:26]1.C(O[BH-](OC(=O)C)OC(=O)C)(=O)C.[Na+].C(=O)([O-])[O-].[Na+].[Na+], predict the reaction product. The product is: [CH:25]1([CH2:31][N:20]2[CH2:19][CH2:18][C:17]3[C:22](=[CH:23][CH:24]=[C:15]([N:12]4[CH2:11][CH2:10][N:9]([CH:4]5[CH2:8][CH2:7][CH2:6][CH2:5]5)[CH2:14][CH2:13]4)[CH:16]=3)[CH2:21]2)[CH2:30][CH2:29][CH2:28][CH2:27][CH2:26]1. (2) Given the reactants [C:1]1([C@@H:7]2[CH2:9][C@H:8]2[NH2:10])[CH:6]=[CH:5][CH:4]=[CH:3][CH:2]=1.[C:11]([CH2:13][C:14]1([N:25]2[CH2:30][CH2:29][C:28](=O)[CH2:27][CH2:26]2)[CH2:17][N:16]([C:18]([O:20][C:21]([CH3:24])([CH3:23])[CH3:22])=[O:19])[CH2:15]1)#[N:12].C(O)(=O)C.C(O[BH-](OC(=O)C)OC(=O)C)(=O)C.[Na+], predict the reaction product. The product is: [C:11]([CH2:13][C:14]1([N:25]2[CH2:26][CH2:27][CH:28]([NH:10][C@@H:8]3[CH2:9][C@H:7]3[C:1]3[CH:6]=[CH:5][CH:4]=[CH:3][CH:2]=3)[CH2:29][CH2:30]2)[CH2:15][N:16]([C:18]([O:20][C:21]([CH3:24])([CH3:23])[CH3:22])=[O:19])[CH2:17]1)#[N:12]. (3) Given the reactants [OH:1][C:2]1[CH:3]=[C:4]([CH:9]=[CH:10][C:11]=1[CH3:12])[C:5]([O:7][CH3:8])=[O:6].[CH3:13][S:14](Cl)(=[O:16])=[O:15], predict the reaction product. The product is: [CH3:12][C:11]1[CH:10]=[CH:9][C:4]([C:5]([O:7][CH3:8])=[O:6])=[CH:3][C:2]=1[O:1][S:14]([CH3:13])(=[O:16])=[O:15]. (4) Given the reactants C(O[C:6]([N:8]([CH3:39])[C@H:9]([CH2:23][O:24][C:25](=[O:38])[NH:26][C:27]1[N:28]=[CH:29][C:30]2[C:35]([CH:36]=1)=[CH:34][C:33]([F:37])=[CH:32][CH:31]=2)[CH2:10][C:11]1[N:12]=[CH:13][N:14](C(OC(C)(C)C)=O)[CH:15]=1)=[O:7])(C)(C)C.Cl.CCN(C(C)C)C(C)C.[Cl:50][C:51]1[C:70]([F:71])=[CH:69][CH:68]=[CH:67][C:52]=1[CH2:53][NH:54]C(=O)OC1C=CC([N+]([O-])=O)=CC=1, predict the reaction product. The product is: [F:37][C:33]1[CH:32]=[C:31]2[C:30](=[CH:35][CH:34]=1)[CH:29]=[N:28][C:27]([NH:26][C:25](=[O:38])[O:24][CH2:23][C@@H:9]([N:8]([CH3:39])[C:6]([NH:54][CH2:53][C:52]1[CH:67]=[CH:68][CH:69]=[C:70]([F:71])[C:51]=1[Cl:50])=[O:7])[CH2:10][C:11]1[N:12]=[CH:13][NH:14][CH:15]=1)=[CH:36]2. (5) Given the reactants [CH:1]([N:4]1[CH2:9][CH2:8][CH:7]([O:10][C:11]2[CH:16]=[CH:15][C:14]([C:17]3([CH2:23][NH2:24])[CH2:22][CH2:21][O:20][CH2:19][CH2:18]3)=[CH:13][CH:12]=2)[CH2:6][CH2:5]1)([CH3:3])[CH3:2].Cl[CH2:26][CH2:27][CH2:28][S:29](Cl)(=[O:31])=[O:30].C(N(CC)C(C)C)(C)C.CC(C)([O-])C.[K+], predict the reaction product. The product is: [NH3:4].[CH:1]([N:4]1[CH2:9][CH2:8][CH:7]([O:10][C:11]2[CH:16]=[CH:15][C:14]([C:17]3([CH2:23][N:24]4[CH2:26][CH2:27][CH2:28][S:29]4(=[O:31])=[O:30])[CH2:18][CH2:19][O:20][CH2:21][CH2:22]3)=[CH:13][CH:12]=2)[CH2:6][CH2:5]1)([CH3:3])[CH3:2]. (6) Given the reactants [CH3:1][C:2]1[N:3]=[CH:4][N:5]([C:7]2[C:16](=[O:17])[N:15]3[C:10]([C:11](=[O:18])[O:12][CH2:13][CH2:14]3)=[CH:9][CH:8]=2)[CH:6]=1.[NH2:19][C@@H:20]([CH3:23])[CH2:21][OH:22], predict the reaction product. The product is: [OH:12][CH2:13][CH2:14][N:15]1[C:16](=[O:17])[C:7]([N:5]2[CH:6]=[C:2]([CH3:1])[N:3]=[CH:4]2)=[CH:8][CH:9]=[C:10]1[C:11]([NH:19][C@@H:20]([CH3:23])[CH2:21][OH:22])=[O:18].